Dataset: Catalyst prediction with 721,799 reactions and 888 catalyst types from USPTO. Task: Predict which catalyst facilitates the given reaction. Reactant: [F:1][CH2:2][CH2:3][N:4]([CH3:12])[C:5]1[CH:6]=[C:7]([OH:11])[CH:8]=[CH:9][CH:10]=1.O=P(Cl)(Cl)Cl.[C:18](=O)(O)[O-:19].[Na+]. Product: [F:1][CH2:2][CH2:3][N:4]([CH3:12])[C:5]1[CH:10]=[CH:9][C:8]([CH:18]=[O:19])=[C:7]([OH:11])[CH:6]=1. The catalyst class is: 3.